This data is from Full USPTO retrosynthesis dataset with 1.9M reactions from patents (1976-2016). The task is: Predict the reactants needed to synthesize the given product. Given the product [CH3:15][CH:14]([Si:17]([CH:22]([CH3:24])[CH3:23])([CH:19]([CH3:21])[CH3:20])[O:8][C:5]1[CH:6]=[CH:7][C:2]([NH2:1])=[CH:3][CH:4]=1)[CH3:16], predict the reactants needed to synthesize it. The reactants are: [NH2:1][C:2]1[CH:7]=[CH:6][C:5]([OH:8])=[CH:4][CH:3]=1.N1C=CN=C1.[CH:14]([Si:17]([CH:22]([CH3:24])[CH3:23])([CH:19]([CH3:21])[CH3:20])Cl)([CH3:16])[CH3:15].